This data is from Full USPTO retrosynthesis dataset with 1.9M reactions from patents (1976-2016). The task is: Predict the reactants needed to synthesize the given product. (1) The reactants are: [Br:1][C:2]1[CH:10]=[CH:9][C:5]([C:6]([OH:8])=O)=[C:4]([CH3:11])[CH:3]=1.S(Cl)(Cl)=O.CCN(C(C)C)C(C)C.Cl.[CH3:26][O:27][C:28](=[O:33])[C@H:29]([CH3:32])[NH:30][CH3:31]. Given the product [CH3:26][O:27][C:28](=[O:33])[C@@H:29]([N:30]([C:6](=[O:8])[C:5]1[CH:9]=[CH:10][C:2]([Br:1])=[CH:3][C:4]=1[CH3:11])[CH3:31])[CH3:32], predict the reactants needed to synthesize it. (2) Given the product [OH:3][CH:4]1[CH2:9][C:8]([CH3:10])([CH3:11])[N:7]([O:12][CH2:22][C:21]([OH:25])([CH3:24])[CH3:23])[C:6]([CH3:14])([CH3:13])[CH2:5]1, predict the reactants needed to synthesize it. The reactants are: OO.[OH:3][CH:4]1[CH2:9][C:8]([CH3:11])([CH3:10])[N:7]([OH:12])[C:6]([CH3:14])([CH3:13])[CH2:5]1.S([O-])([O-])=O.[Na+].[Na+].[C:21]([OH:25])([CH3:24])([CH3:23])[CH3:22]. (3) Given the product [OH:2][C:3]1[C:8]2[NH:9][C:10]([C:12]3[S:13][CH:14]=[CH:15][CH:16]=3)=[N:11][C:7]=2[C:6]([C:17]([NH:19][C@@H:20]2[CH2:25][CH2:24][CH2:23][NH:22][CH2:21]2)=[O:18])=[CH:5][CH:4]=1, predict the reactants needed to synthesize it. The reactants are: C[O:2][C:3]1[C:8]2[NH:9][C:10]([C:12]3[S:13][CH:14]=[CH:15][CH:16]=3)=[N:11][C:7]=2[C:6]([C:17]([NH:19][C@@H:20]2[CH2:25][CH2:24][CH2:23][N:22](C(OC(C)(C)C)=O)[CH2:21]2)=[O:18])=[CH:5][CH:4]=1.B(Br)(Br)Br.